Dataset: Reaction yield outcomes from USPTO patents with 853,638 reactions. Task: Predict the reaction yield, written as a fraction of the theoretical maximum amount of product (1.0 means a 100% yield; for example, 0.34 means a 34% yield). (1) The reactants are [CH2:1]1[NH:6][CH2:5][CH2:4][N:3]2[C:7](=O)[CH2:8][CH2:9][C@H:2]12.B.CO.[ClH:14]. The catalyst is C1COCC1.CCOCC. The product is [ClH:14].[ClH:14].[CH2:1]1[NH:6][CH2:5][CH2:4][N:3]2[CH2:7][CH2:8][CH2:9][C@H:2]12. The yield is 1.00. (2) The reactants are [OH:1][C:2]12[CH2:21][CH:20]([O:22][CH2:23][O:24][CH3:25])[CH2:19][CH:12]3[O:13][C:14]([CH3:18])([CH3:17])[O:15][CH2:16][C:11]13[CH:10]1[CH:5]([C:6]3([O:37][CH2:38][O:39][CH3:40])[CH2:32][CH2:31][CH:30]([CH:33]=[N:34]O)[C:7]3([CH3:36])[CH2:8][CH:9]1[O:26][CH2:27][O:28][CH3:29])[CH2:4][CH2:3]2.C(N1C=CN=C1)(N1C=CN=C1)=O.[NH4+].[Cl-]. The catalyst is C(Cl)Cl. The product is [OH:1][C@@:2]12[CH2:21][C@@H:20]([O:22][CH2:23][O:24][CH3:25])[CH2:19][C@H:12]3[O:13][C:14]([CH3:17])([CH3:18])[O:15][CH2:16][C@@:11]13[CH:10]1[CH:5]([C@@:6]3([O:37][CH2:38][O:39][CH3:40])[CH2:32][CH2:31][C@H:30]([C:33]#[N:34])[C@@:7]3([CH3:36])[CH2:8][C@H:9]1[O:26][CH2:27][O:28][CH3:29])[CH2:4][CH2:3]2. The yield is 0.780. (3) The reactants are [CH3:1][O:2][C:3]1[CH:12]=[C:11]2[C:6]([CH2:7][CH2:8][CH:9]=[C:10]2[CH2:13][C:14]#[N:15])=[CH:5][CH:4]=1.C(OCC=C)(=O)C(C)=C. The catalyst is C1(C)C=CC=CC=1.[Pd]. The product is [CH3:1][O:2][C:3]1[CH:12]=[C:11]2[C:6]([CH:7]=[CH:8][CH:9]=[C:10]2[CH2:13][C:14]#[N:15])=[CH:5][CH:4]=1. The yield is 0.910. (4) The reactants are [OH:1][C@@H:2]([CH3:6])[C:3](N)=O.F[B-](F)(F)F.C([O+](CC)CC)C.[NH2:19][C:20]1[C:21]([NH:29][C@@H:30]2[CH2:35][O:34][C@@H:33]([CH2:36][OH:37])[CH2:32][CH2:31]2)=[C:22]2[S:28][CH:27]=[CH:26][C:23]2=[N:24][CH:25]=1. The catalyst is C1COCC1.C(O)C.CO. The product is [OH:37][CH2:36][C@@H:33]1[O:34][CH2:35][C@@H:30]([N:29]2[C:21]3=[C:22]4[S:28][CH:27]=[CH:26][C:23]4=[N:24][CH:25]=[C:20]3[N:19]=[C:3]2[C@@H:2]([OH:1])[CH3:6])[CH2:31][CH2:32]1. The yield is 0.580.